Dataset: NCI-60 drug combinations with 297,098 pairs across 59 cell lines. Task: Regression. Given two drug SMILES strings and cell line genomic features, predict the synergy score measuring deviation from expected non-interaction effect. (1) Drug 1: CCC1=CC2CC(C3=C(CN(C2)C1)C4=CC=CC=C4N3)(C5=C(C=C6C(=C5)C78CCN9C7C(C=CC9)(C(C(C8N6C)(C(=O)OC)O)OC(=O)C)CC)OC)C(=O)OC.C(C(C(=O)O)O)(C(=O)O)O. Drug 2: CC(C)CN1C=NC2=C1C3=CC=CC=C3N=C2N. Cell line: U251. Synergy scores: CSS=30.7, Synergy_ZIP=1.40, Synergy_Bliss=2.02, Synergy_Loewe=-17.7, Synergy_HSA=0.864. (2) Drug 1: C#CCC(CC1=CN=C2C(=N1)C(=NC(=N2)N)N)C3=CC=C(C=C3)C(=O)NC(CCC(=O)O)C(=O)O. Drug 2: B(C(CC(C)C)NC(=O)C(CC1=CC=CC=C1)NC(=O)C2=NC=CN=C2)(O)O. Cell line: NCI-H460. Synergy scores: CSS=64.5, Synergy_ZIP=-0.629, Synergy_Bliss=-1.51, Synergy_Loewe=0.851, Synergy_HSA=-1.19. (3) Drug 1: C1=CC(=C2C(=C1NCCNCCO)C(=O)C3=C(C=CC(=C3C2=O)O)O)NCCNCCO. Drug 2: CC1=C2C(C(=O)C3(C(CC4C(C3C(C(C2(C)C)(CC1OC(=O)C(C(C5=CC=CC=C5)NC(=O)C6=CC=CC=C6)O)O)OC(=O)C7=CC=CC=C7)(CO4)OC(=O)C)O)C)OC(=O)C. Cell line: MALME-3M. Synergy scores: CSS=35.6, Synergy_ZIP=-8.28, Synergy_Bliss=-2.70, Synergy_Loewe=-2.74, Synergy_HSA=1.44. (4) Drug 1: CCC1(CC2CC(C3=C(CCN(C2)C1)C4=CC=CC=C4N3)(C5=C(C=C6C(=C5)C78CCN9C7C(C=CC9)(C(C(C8N6C=O)(C(=O)OC)O)OC(=O)C)CC)OC)C(=O)OC)O.OS(=O)(=O)O. Drug 2: CCC1(C2=C(COC1=O)C(=O)N3CC4=CC5=C(C=CC(=C5CN(C)C)O)N=C4C3=C2)O.Cl. Cell line: HOP-62. Synergy scores: CSS=38.8, Synergy_ZIP=-4.81, Synergy_Bliss=-2.61, Synergy_Loewe=-8.19, Synergy_HSA=-4.12.